Dataset: Forward reaction prediction with 1.9M reactions from USPTO patents (1976-2016). Task: Predict the product of the given reaction. (1) Given the reactants [C:1]12([C:11]3[CH:12]=[C:13]([CH3:20])[CH:14]=[C:15]([CH2:18]O)[C:16]=3[OH:17])[CH2:10][CH:5]3[CH2:6][CH:7]([CH2:9][CH:3]([CH2:4]3)[CH2:2]1)[CH2:8]2.ClCCl.P(Br)(Br)[Br:25], predict the reaction product. The product is: [C:1]12([C:11]3[C:16]([OH:17])=[C:15]([CH:14]=[C:13]([CH3:20])[CH:12]=3)[CH2:18][Br:25])[CH2:10][CH:5]3[CH2:6][CH:7]([CH2:9][CH:3]([CH2:4]3)[CH2:2]1)[CH2:8]2. (2) Given the reactants [Cl:1][C:2]1[CH:3]=[CH:4][CH:5]=[C:6]2[C:11]=1[C:10](=[O:12])[N:9]([C:13]1[CH:18]=[CH:17][CH:16]=[CH:15][CH:14]=1)[C:8]([C@@H:19]([NH:21][C:22]1[N:30]=[CH:29][N:28]=[C:27]3[C:23]=1[N:24]=[CH:25][N:26]3C1CCCCO1)[CH3:20])=[CH:7]2, predict the reaction product. The product is: [N:30]1[C:22]([NH:21][C@H:19]([C:8]2[N:9]([C:13]3[CH:18]=[CH:17][CH:16]=[CH:15][CH:14]=3)[C:10](=[O:12])[C:11]3[C:6]([CH:7]=2)=[CH:5][CH:4]=[CH:3][C:2]=3[Cl:1])[CH3:20])=[C:23]2[C:27]([NH:26][CH:25]=[N:24]2)=[N:28][CH:29]=1. (3) Given the reactants [OH:1][C:2]1[C:11]2[C:6](=[CH:7][CH:8]=[CH:9][CH:10]=2)[C:5]([CH:12]=O)=[CH:4][CH:3]=1.[CH3:14][CH:15]([CH3:19])[CH2:16][CH2:17][NH2:18], predict the reaction product. The product is: [CH3:14][CH:15]([CH3:19])[CH2:16][CH2:17][NH:18][CH2:12][C:5]1[C:6]2[C:11](=[CH:10][CH:9]=[CH:8][CH:7]=2)[C:2]([OH:1])=[CH:3][CH:4]=1. (4) Given the reactants O=[C:2]([C:30]1[CH:35]=[CH:34][CH:33]=[CH:32][CH:31]=1)[CH2:3][NH:4][C:5]([CH:7]1[CH2:12][CH2:11][CH2:10][N:9]2[N:13]=[C:14]([C:16]3[CH:21]=[CH:20][C:19]([N:22]4[CH:26]=[C:25]([CH3:27])[N:24]=[CH:23]4)=[C:18]([O:28][CH3:29])[N:17]=3)[N:15]=[C:8]12)=[O:6].C(Cl)(=O)C(Cl)=O.P(Cl)(Cl)(Cl)=O.C(=O)(O)[O-].[Na+], predict the reaction product. The product is: [CH3:29][O:28][C:18]1[N:17]=[C:16]([C:14]2[N:15]=[C:8]3[CH:7]([C:5]4[O:6][C:2]([C:30]5[CH:35]=[CH:34][CH:33]=[CH:32][CH:31]=5)=[CH:3][N:4]=4)[CH2:12][CH2:11][CH2:10][N:9]3[N:13]=2)[CH:21]=[CH:20][C:19]=1[N:22]1[CH:26]=[C:25]([CH3:27])[N:24]=[CH:23]1. (5) Given the reactants [C:1](Cl)(=O)C.[Br:5][C:6]1[C:7]([C:14]([OH:16])=[O:15])=[N:8][C:9]([S:12][CH3:13])=[N:10][CH:11]=1.C(=O)([O-])O.[Na+], predict the reaction product. The product is: [CH3:1][O:15][C:14]([C:7]1[C:6]([Br:5])=[CH:11][N:10]=[C:9]([S:12][CH3:13])[N:8]=1)=[O:16]. (6) The product is: [Br:23][CH2:21][C:16]1[CH:17]=[C:18]([Cl:20])[CH:19]=[C:14]([Cl:13])[C:15]=1[I:22]. Given the reactants N(C(C)(C)C#N)=NC(C)(C)C#N.[Cl:13][C:14]1[CH:19]=[C:18]([Cl:20])[CH:17]=[C:16]([CH3:21])[C:15]=1[I:22].[Br:23]N1C(=O)CCC1=O, predict the reaction product.